From a dataset of Reaction yield outcomes from USPTO patents with 853,638 reactions. Predict the reaction yield, written as a fraction of the theoretical maximum amount of product (1.0 means a 100% yield; for example, 0.34 means a 34% yield). (1) The reactants are N[C:2]1[CH:3]=[CH:4][C:5]([NH:9][C:10](=[O:13])[O:11][CH3:12])=[N:6][C:7]=1[Br:8].N([O-])=O.[Na+].[ClH:18]. The catalyst is O.Cl[Cu]. The product is [Br:8][C:7]1[N:6]=[C:5]([NH:9][C:10](=[O:13])[O:11][CH3:12])[CH:4]=[CH:3][C:2]=1[Cl:18]. The yield is 0.750. (2) The reactants are [N+:1]([C:4]1[CH:12]=[CH:11][C:10]([O:13][CH2:14][CH2:15][CH3:16])=[CH:9][C:5]=1[C:6]([NH2:8])=[O:7])([O-])=O. The catalyst is CO.O.[Fe]. The product is [NH2:1][C:4]1[CH:12]=[CH:11][C:10]([O:13][CH2:14][CH2:15][CH3:16])=[CH:9][C:5]=1[C:6]([NH2:8])=[O:7]. The yield is 0.980. (3) The reactants are C([Sn](CCCC)(CCCC)[C:6]1[S:7][CH:8]=[CH:9][CH:10]=1)CCC.Br[C:20]1[N:24]([S:25]([C:28]2[CH:29]=[N:30][CH:31]=[CH:32][CH:33]=2)(=[O:27])=[O:26])[CH:23]=[C:22]([CH2:34][N:35]([CH3:43])[C:36](=[O:42])[O:37][C:38]([CH3:41])([CH3:40])[CH3:39])[CH:21]=1. The catalyst is C1(C)C=CC=CC=1.C1C=CC([P]([Pd]([P](C2C=CC=CC=2)(C2C=CC=CC=2)C2C=CC=CC=2)([P](C2C=CC=CC=2)(C2C=CC=CC=2)C2C=CC=CC=2)[P](C2C=CC=CC=2)(C2C=CC=CC=2)C2C=CC=CC=2)(C2C=CC=CC=2)C2C=CC=CC=2)=CC=1. The product is [CH3:43][N:35]([CH2:34][C:22]1[CH:21]=[C:20]([C:6]2[S:7][CH:8]=[CH:9][CH:10]=2)[N:24]([S:25]([C:28]2[CH:29]=[N:30][CH:31]=[CH:32][CH:33]=2)(=[O:27])=[O:26])[CH:23]=1)[C:36](=[O:42])[O:37][C:38]([CH3:41])([CH3:39])[CH3:40]. The yield is 0.730. (4) The reactants are [CH3:1][C:2]1([CH3:22])[C:6]([CH3:8])([CH3:7])[O:5][B:4]([C:9]2[CH2:14][CH2:13][N:12](C(OC(C)(C)C)=O)[CH2:11][CH:10]=2)[O:3]1.[ClH:23].CO. No catalyst specified. The product is [ClH:23].[CH3:7][C:6]1([CH3:8])[C:2]([CH3:1])([CH3:22])[O:3][B:4]([C:9]2[CH2:14][CH2:13][NH:12][CH2:11][CH:10]=2)[O:5]1. The yield is 0.914. (5) The reactants are [CH3:1][O:2][C:3](=[O:22])[CH2:4][CH2:5][CH2:6][CH2:7][CH2:8][CH2:9][C:10](=[O:21])[NH:11][CH2:12][C:13](=O)[C:14]1[CH:19]=[CH:18][CH:17]=[CH:16][CH:15]=1.C(Br)(Br)(Br)Br.C1(P(C2C=CC=CC=2)C2C=CC=CC=2)C=CC=CC=1. The catalyst is C(Cl)Cl.CN(C1C=CN=CC=1)C. The product is [CH3:1][O:2][C:3](=[O:22])[CH2:4][CH2:5][CH2:6][CH2:7][CH2:8][CH2:9][C:10]1[O:21][C:13]([C:14]2[CH:19]=[CH:18][CH:17]=[CH:16][CH:15]=2)=[CH:12][N:11]=1. The yield is 0.410.